This data is from NCI-60 drug combinations with 297,098 pairs across 59 cell lines. The task is: Regression. Given two drug SMILES strings and cell line genomic features, predict the synergy score measuring deviation from expected non-interaction effect. (1) Drug 1: C1=CC(=CC=C1CCC2=CNC3=C2C(=O)NC(=N3)N)C(=O)NC(CCC(=O)O)C(=O)O. Drug 2: CC1CCCC2(C(O2)CC(NC(=O)CC(C(C(=O)C(C1O)C)(C)C)O)C(=CC3=CSC(=N3)C)C)C. Cell line: IGROV1. Synergy scores: CSS=25.2, Synergy_ZIP=-5.67, Synergy_Bliss=2.80, Synergy_Loewe=2.24, Synergy_HSA=2.16. (2) Drug 1: CC1=C(N=C(N=C1N)C(CC(=O)N)NCC(C(=O)N)N)C(=O)NC(C(C2=CN=CN2)OC3C(C(C(C(O3)CO)O)O)OC4C(C(C(C(O4)CO)O)OC(=O)N)O)C(=O)NC(C)C(C(C)C(=O)NC(C(C)O)C(=O)NCCC5=NC(=CS5)C6=NC(=CS6)C(=O)NCCC[S+](C)C)O. Drug 2: COCCOC1=C(C=C2C(=C1)C(=NC=N2)NC3=CC=CC(=C3)C#C)OCCOC.Cl. Cell line: SNB-19. Synergy scores: CSS=19.0, Synergy_ZIP=-4.79, Synergy_Bliss=3.20, Synergy_Loewe=-6.86, Synergy_HSA=3.88. (3) Drug 1: C1=CC(=CC=C1CC(C(=O)O)N)N(CCCl)CCCl.Cl. Drug 2: C(=O)(N)NO. Cell line: UACC-257. Synergy scores: CSS=-6.16, Synergy_ZIP=1.89, Synergy_Bliss=-2.98, Synergy_Loewe=-10.5, Synergy_HSA=-7.57. (4) Drug 1: C1=CC(=CC=C1C#N)C(C2=CC=C(C=C2)C#N)N3C=NC=N3. Drug 2: CC(C)CN1C=NC2=C1C3=CC=CC=C3N=C2N. Cell line: HOP-92. Synergy scores: CSS=7.94, Synergy_ZIP=-2.29, Synergy_Bliss=-1.28, Synergy_Loewe=4.00, Synergy_HSA=-0.263. (5) Drug 1: CC12CCC3C(C1CCC2=O)CC(=C)C4=CC(=O)C=CC34C. Drug 2: N.N.Cl[Pt+2]Cl. Cell line: OVCAR3. Synergy scores: CSS=19.8, Synergy_ZIP=1.54, Synergy_Bliss=1.06, Synergy_Loewe=0.243, Synergy_HSA=-0.380. (6) Drug 1: CC12CCC3C(C1CCC2O)C(CC4=C3C=CC(=C4)O)CCCCCCCCCS(=O)CCCC(C(F)(F)F)(F)F. Drug 2: C1=CN(C=N1)CC(O)(P(=O)(O)O)P(=O)(O)O. Cell line: NCIH23. Synergy scores: CSS=0.325, Synergy_ZIP=-0.383, Synergy_Bliss=0.921, Synergy_Loewe=-3.65, Synergy_HSA=-2.08. (7) Drug 1: CC(C)(C#N)C1=CC(=CC(=C1)CN2C=NC=N2)C(C)(C)C#N. Drug 2: CCN(CC)CCCC(C)NC1=C2C=C(C=CC2=NC3=C1C=CC(=C3)Cl)OC. Cell line: HCC-2998. Synergy scores: CSS=26.5, Synergy_ZIP=-1.44, Synergy_Bliss=2.20, Synergy_Loewe=-4.11, Synergy_HSA=-4.11. (8) Drug 1: CC1CC2CCC3C(=C)CC(O3)CCC45CC6C(O4)C7C(O6)C(O5)C8C(O7)CCC(O8)CC(=O)CC9C(CC(C1=C)O2)OC(C9OC)CC(CN)O.CS(=O)(=O)O. Drug 2: CC1C(C(CC(O1)OC2CC(CC3=C2C(=C4C(=C3O)C(=O)C5=C(C4=O)C(=CC=C5)OC)O)(C(=O)CO)O)N)O.Cl. Cell line: TK-10. Synergy scores: CSS=35.4, Synergy_ZIP=-2.11, Synergy_Bliss=-2.72, Synergy_Loewe=-0.837, Synergy_HSA=-1.02. (9) Drug 2: COCCOC1=C(C=C2C(=C1)C(=NC=N2)NC3=CC=CC(=C3)C#C)OCCOC.Cl. Drug 1: C(CCl)NC(=O)N(CCCl)N=O. Cell line: SW-620. Synergy scores: CSS=11.6, Synergy_ZIP=-4.63, Synergy_Bliss=-1.85, Synergy_Loewe=-2.81, Synergy_HSA=-3.45. (10) Cell line: SF-268. Drug 1: CNC(=O)C1=CC=CC=C1SC2=CC3=C(C=C2)C(=NN3)C=CC4=CC=CC=N4. Drug 2: CCN(CC)CCCC(C)NC1=C2C=C(C=CC2=NC3=C1C=CC(=C3)Cl)OC. Synergy scores: CSS=20.4, Synergy_ZIP=-4.33, Synergy_Bliss=-3.52, Synergy_Loewe=-5.13, Synergy_HSA=-5.23.